Task: Predict the reaction yield, written as a fraction of the theoretical maximum amount of product (1.0 means a 100% yield; for example, 0.34 means a 34% yield).. Dataset: Reaction yield outcomes from USPTO patents with 853,638 reactions The catalyst is C1COCC1. The reactants are N[C@H]([C:5](O)=[O:6])C[SeH].[Li]CCCC.[Si]([O:20][C:21]1[CH:26]=[C:25]([F:27])[CH:24]=[C:23]([F:28])[CH:22]=1)(C(C)(C)C)(C)C.CN(CCN(C)C)C.CN(C=O)C.Cl. The product is [OH:20][C:21]1[CH:22]=[C:23]([F:28])[C:24]([CH:5]=[O:6])=[C:25]([F:27])[CH:26]=1. The yield is 0.970.